Dataset: Reaction yield outcomes from USPTO patents with 853,638 reactions. Task: Predict the reaction yield, written as a fraction of the theoretical maximum amount of product (1.0 means a 100% yield; for example, 0.34 means a 34% yield). (1) The reactants are [Br:1][C:2]1[CH:7]=[CH:6][C:5]([C:8]2[O:9][C:10]([CH3:16])=[C:11]([CH2:13][C:14]#N)[N:12]=2)=[CH:4][CH:3]=1.COCCO.[OH-:22].[K+].[OH2:24]. No catalyst specified. The product is [Br:1][C:2]1[CH:7]=[CH:6][C:5]([C:8]2[O:9][C:10]([CH3:16])=[C:11]([CH2:13][C:14]([OH:24])=[O:22])[N:12]=2)=[CH:4][CH:3]=1. The yield is 0.600. (2) The reactants are [Br:1][C:2]1[CH:7]=[CH:6][C:5]([N:8]2[C:19]3[C:11](=[C:12]4[N:16]([C:17](=[O:21])[C:18]=3[F:20])[CH2:15][CH2:14][CH2:13]4)[NH:10][C:9]2=[O:22])=[C:4]([F:23])[CH:3]=1.[H-].[Na+].[CH2:26]([C:29]1([S:32](Cl)(=[O:34])=[O:33])[CH2:31][CH2:30]1)[CH:27]=[CH2:28]. The catalyst is CN(C=O)C. The product is [CH2:26]([C:29]1([S:32]([N:10]2[C:11]3[C:19](=[C:18]([F:20])[C:17](=[O:21])[N:16]4[C:12]=3[CH2:13][CH2:14][CH2:15]4)[N:8]([C:5]3[CH:6]=[CH:7][C:2]([Br:1])=[CH:3][C:4]=3[F:23])[C:9]2=[O:22])(=[O:34])=[O:33])[CH2:31][CH2:30]1)[CH:27]=[CH2:28]. The yield is 0.210. (3) The reactants are [CH:1]([N:4]1[C:8]([C:9]2[CH:10]=[C:11]([NH2:17])[CH:12]=[CH:13][C:14]=2[O:15][CH3:16])=[CH:7][CH:6]=[N:5]1)([CH3:3])[CH3:2].[Cl:18][C:19]1[CH:24]=[C:23]([C:25]([F:28])([F:27])[F:26])[CH:22]=[CH:21][C:20]=1[N:29]=[C:30]=[O:31]. The product is [Cl:18][C:19]1[CH:24]=[C:23]([C:25]([F:28])([F:27])[F:26])[CH:22]=[CH:21][C:20]=1[NH:29][C:30]([NH:17][C:11]1[CH:12]=[CH:13][C:14]([O:15][CH3:16])=[C:9]([C:8]2[N:4]([CH:1]([CH3:3])[CH3:2])[N:5]=[CH:6][CH:7]=2)[CH:10]=1)=[O:31]. The yield is 0.560. The catalyst is C(Cl)Cl. (4) The reactants are Br[C:2]1[CH:3]=[CH:4][N:5]=[C:6]2[C:11]=1[N:10]=[C:9]([O:12][CH3:13])[CH:8]=[CH:7]2.[CH2:14]([OH:17])[C:15]#[CH:16]. The catalyst is CN(C=O)C.[Cu]I.Cl[Pd](Cl)([P](C1C=CC=CC=1)(C1C=CC=CC=1)C1C=CC=CC=1)[P](C1C=CC=CC=1)(C1C=CC=CC=1)C1C=CC=CC=1. The product is [CH3:13][O:12][C:9]1[N:10]=[C:11]2[C:6](=[CH:7][CH:8]=1)[N:5]=[CH:4][CH:3]=[C:2]2[C:16]#[C:15][CH2:14][OH:17]. The yield is 0.540.